From a dataset of NCI-60 drug combinations with 297,098 pairs across 59 cell lines. Regression. Given two drug SMILES strings and cell line genomic features, predict the synergy score measuring deviation from expected non-interaction effect. (1) Drug 1: CCC1=CC2CC(C3=C(CN(C2)C1)C4=CC=CC=C4N3)(C5=C(C=C6C(=C5)C78CCN9C7C(C=CC9)(C(C(C8N6C)(C(=O)OC)O)OC(=O)C)CC)OC)C(=O)OC.C(C(C(=O)O)O)(C(=O)O)O. Drug 2: CN(C(=O)NC(C=O)C(C(C(CO)O)O)O)N=O. Cell line: NCIH23. Synergy scores: CSS=23.9, Synergy_ZIP=-2.19, Synergy_Bliss=-4.01, Synergy_Loewe=-35.1, Synergy_HSA=-2.24. (2) Drug 1: CS(=O)(=O)OCCCCOS(=O)(=O)C. Drug 2: C1CC(=O)NC(=O)C1N2C(=O)C3=CC=CC=C3C2=O. Cell line: RPMI-8226. Synergy scores: CSS=22.3, Synergy_ZIP=-8.72, Synergy_Bliss=-6.15, Synergy_Loewe=-5.01, Synergy_HSA=-3.29.